Dataset: Catalyst prediction with 721,799 reactions and 888 catalyst types from USPTO. Task: Predict which catalyst facilitates the given reaction. (1) Reactant: [CH2:1]([C@@H:3]1[CH2:7][NH:6][CH2:5][C@H:4]1[C:8]1[NH:9][C:10](=[O:23])[C:11]2[CH:16]=[N:15][N:14]([CH:17]3[CH2:22][CH2:21][O:20][CH2:19][CH2:18]3)[C:12]=2[N:13]=1)[CH3:2].C(O)(=O)C.[CH3:28][C:29]1[N:30]=[CH:31][C:32]([CH:35]=O)=[N:33][CH:34]=1.C(O[BH-](OC(=O)C)OC(=O)C)(=O)C.[Na+]. Product: [CH2:1]([C@@H:3]1[CH2:7][N:6]([CH2:28][C:29]2[CH:34]=[N:33][C:32]([CH3:35])=[CH:31][N:30]=2)[CH2:5][C@H:4]1[C:8]1[NH:9][C:10](=[O:23])[C:11]2[CH:16]=[N:15][N:14]([CH:17]3[CH2:18][CH2:19][O:20][CH2:21][CH2:22]3)[C:12]=2[N:13]=1)[CH3:2]. The catalyst class is: 9. (2) Reactant: [F:1][C:2]1[CH:19]=[C:18]([F:20])[CH:17]=[CH:16][C:3]=1[CH2:4][N:5]1[C:14]2[C:9](=[CH:10][CH:11]=[CH:12][CH:13]=2)[CH2:8][CH:7]([NH2:15])[CH2:6]1.Cl[C:22]1[N:27]=[C:26]([NH2:28])[N:25]=[C:24]2[NH:29][N:30]=[CH:31][C:23]=12.C(N(C(C)C)CC)(C)C.O. Product: [F:1][C:2]1[CH:19]=[C:18]([F:20])[CH:17]=[CH:16][C:3]=1[CH2:4][N:5]1[C:14]2[C:9](=[CH:10][CH:11]=[CH:12][CH:13]=2)[CH2:8][CH:7]([NH:15][C:22]2[N:27]=[C:26]([NH2:28])[N:25]=[C:24]3[NH:29][N:30]=[CH:31][C:23]=23)[CH2:6]1. The catalyst class is: 44. (3) Reactant: [Br:1][C:2]1[CH:3]=[CH:4][C:5]2[O:14][CH2:13][CH2:12][N:11]3[C:7](=[N:8][C:9]([I:16])=[C:10]3I)[C:6]=2[CH:17]=1.CC[Mg+].[Br-]. Product: [Br:1][C:2]1[CH:3]=[CH:4][C:5]2[O:14][CH2:13][CH2:12][N:11]3[C:7](=[N:8][C:9]([I:16])=[CH:10]3)[C:6]=2[CH:17]=1. The catalyst class is: 7. (4) Reactant: [CH:1]1([N:5]2[CH2:31][CH2:30][C:8]3([CH2:13][CH2:12][N:11]([C:14]4[CH:29]=[CH:28][C:17]([C:18]([O:20]CC5C=CC=CC=5)=[O:19])=[CH:16][N:15]=4)[CH2:10][CH2:9]3)[CH2:7][CH2:6]2)[CH2:4][CH2:3][CH2:2]1. Product: [CH:1]1([N:5]2[CH2:6][CH2:7][C:8]3([CH2:13][CH2:12][N:11]([C:14]4[CH:29]=[CH:28][C:17]([C:18]([OH:20])=[O:19])=[CH:16][N:15]=4)[CH2:10][CH2:9]3)[CH2:30][CH2:31]2)[CH2:2][CH2:3][CH2:4]1. The catalyst class is: 320. (5) Reactant: [CH3:1][C:2]1[CH:3]([C:10]2[CH:17]=[CH:16][CH:15]=[CH:14][C:11]=2[CH:12]=O)[C:4]([CH3:9])=[C:5]([CH3:8])[C:6]=1[CH3:7].C(O)(=O)C.[CH3:22][C:23]1[CH:29]=[C:28]([CH3:30])[CH:27]=[C:26]([CH3:31])[C:24]=1[NH2:25]. Product: [CH3:1][C:2]1[CH:3]([C:10]2[CH:17]=[CH:16][CH:15]=[CH:14][C:11]=2[CH:12]=[N:25][C:24]2[C:26]([CH3:31])=[CH:27][C:28]([CH3:30])=[CH:29][C:23]=2[CH3:22])[C:4]([CH3:9])=[C:5]([CH3:8])[C:6]=1[CH3:7]. The catalyst class is: 8.